Dataset: CYP2C9 inhibition data for predicting drug metabolism from PubChem BioAssay. Task: Regression/Classification. Given a drug SMILES string, predict its absorption, distribution, metabolism, or excretion properties. Task type varies by dataset: regression for continuous measurements (e.g., permeability, clearance, half-life) or binary classification for categorical outcomes (e.g., BBB penetration, CYP inhibition). Dataset: cyp2c9_veith. (1) The molecule is CCOC(=O)c1cc2c(C(F)(F)F)cc(-c3ccccc3)nc2o1. The result is 1 (inhibitor). (2) The result is 0 (non-inhibitor). The drug is CCCCOc1cc(C[C@@H]2CNC(=O)N2)ccc1OC.